This data is from Full USPTO retrosynthesis dataset with 1.9M reactions from patents (1976-2016). The task is: Predict the reactants needed to synthesize the given product. (1) Given the product [NH2:47][C:34](=[O:35])[C@H:32]([N:31]([CH3:37])[C:29](=[O:30])[C:25]1[CH:26]=[CH:27][CH:28]=[C:23]([N:17]2[C:18]3[C:14](=[C:13]([NH:12][CH2:11][C:10]([OH:42])([C:38]([F:41])([F:40])[F:39])[CH2:9][C:8]([C:6]4[CH:7]=[C:2]([F:1])[CH:3]=[CH:4][C:5]=4[O:45][CH3:46])([CH3:44])[CH3:43])[CH:21]=[C:20]([CH3:22])[CH:19]=3)[CH:15]=[N:16]2)[CH:24]=1)[CH3:33], predict the reactants needed to synthesize it. The reactants are: [F:1][C:2]1[CH:3]=[CH:4][C:5]([O:45][CH3:46])=[C:6]([C:8]([CH3:44])([CH3:43])[CH2:9][C:10]([OH:42])([C:38]([F:41])([F:40])[F:39])[CH2:11][NH:12][C:13]2[CH:21]=[C:20]([CH3:22])[CH:19]=[C:18]3[C:14]=2[CH:15]=[N:16][N:17]3[C:23]2[CH:24]=[C:25]([C:29]([N:31]([CH3:37])[C@@H:32]([C:34](O)=[O:35])[CH3:33])=[O:30])[CH:26]=[CH:27][CH:28]=2)[CH:7]=1.[NH3:47]. (2) Given the product [CH2:16]([C@@:20]1([C:36]([OH:38])=[O:37])[CH2:24][C@H:23]([C:25]2[N:29]=[C:28]([CH3:30])[S:27][N:26]=2)[C@H:22]([C:31]2[S:32][CH:33]=[CH:34][N:35]=2)[N:21]1[C:6](=[O:7])[C:5]1[CH:9]=[CH:10][C:11]([C:12]([CH3:15])([CH3:14])[CH3:13])=[C:3]([O:2][CH3:1])[CH:4]=1)[CH:17]([CH3:19])[CH3:18], predict the reactants needed to synthesize it. The reactants are: [CH3:1][O:2][C:3]1[CH:4]=[C:5]([CH:9]=[CH:10][C:11]=1[C:12]([CH3:15])([CH3:14])[CH3:13])[C:6](Cl)=[O:7].[CH2:16]([C@@:20]1([C:36]([O:38]C(C)(C)C)=[O:37])[CH2:24][C@H:23]([C:25]2[N:29]=[C:28]([CH3:30])[S:27][N:26]=2)[C@H:22]([C:31]2[S:32][CH:33]=[CH:34][N:35]=2)[NH:21]1)[CH:17]([CH3:19])[CH3:18].C(N(CC)CC)C. (3) Given the product [NH2:16][C:5]1[C:6]([Cl:15])=[CH:7][C:8]([O:10][C:11]([F:14])([F:12])[F:13])=[CH:9][C:4]=1[C:3]([OH:17])=[O:2], predict the reactants needed to synthesize it. The reactants are: C[O:2][C:3](=[O:17])[C:4]1[CH:9]=[C:8]([O:10][C:11]([F:14])([F:13])[F:12])[CH:7]=[C:6]([Cl:15])[C:5]=1[NH2:16].NC1C(Cl)=C(C=O)C(C(F)(F)F)=CC=1C(O)=O.[OH-].[Na+]. (4) Given the product [Br:37][C:22]1[CH:21]=[C:20]([O:23][CH2:24][CH:25]([CH3:28])[CH2:26][CH3:27])[C:19]([O:29][CH2:30][CH:31]([CH3:34])[CH2:32][CH3:33])=[CH:18][C:17]=1[C:7]1[CH:8]=[CH:9][C:10]([O:11][CH2:12][CH:13]([CH3:16])[CH2:14][CH3:15])=[C:5]([O:4][CH2:3][CH:2]([CH3:1])[CH2:35][CH3:36])[CH:6]=1, predict the reactants needed to synthesize it. The reactants are: [CH3:1][CH:2]([CH2:35][CH3:36])[CH2:3][O:4][C:5]1[CH:6]=[C:7]([C:17]2[CH:22]=[CH:21][C:20]([O:23][CH2:24][CH:25]([CH3:28])[CH2:26][CH3:27])=[C:19]([O:29][CH2:30][CH:31]([CH3:34])[CH2:32][CH3:33])[CH:18]=2)[CH:8]=[CH:9][C:10]=1[O:11][CH2:12][CH:13]([CH3:16])[CH2:14][CH3:15].[Br:37]N1C(=O)CCC1=O.O.